This data is from Full USPTO retrosynthesis dataset with 1.9M reactions from patents (1976-2016). The task is: Predict the reactants needed to synthesize the given product. (1) Given the product [N:1]1([C:17]2[CH:16]=[C:15]([C:19]3[CH:24]=[CH:23][CH:22]=[CH:21][N:20]=3)[N:14]=[C:13]([C:9]3[CH:8]=[CH:7][CH:12]=[CH:11][N:10]=3)[CH:18]=2)[CH2:5][CH2:4][CH2:3][CH2:2]1, predict the reactants needed to synthesize it. The reactants are: [NH:1]1[CH2:5][CH2:4][CH2:3][CH2:2]1.Cl[C:7]1[CH:12]=[CH:11][N:10]=[C:9]([C:13]2[CH:18]=[CH:17][CH:16]=[C:15]([C:19]3[CH:24]=[CH:23][CH:22]=[CH:21][N:20]=3)[N:14]=2)[CH:8]=1. (2) The reactants are: [CH3:1][C:2]1[CH:11]=[CH:10][C:9]2[C:4](=[CH:5][CH:6]=[CH:7][CH:8]=2)[C:3]=1[CH2:12][C:13]#N.[OH:15]S(O)(=O)=O.[OH2:20]. Given the product [CH3:1][C:2]1[CH:11]=[CH:10][C:9]2[C:4](=[CH:5][CH:6]=[CH:7][CH:8]=2)[C:3]=1[CH2:12][C:13]([OH:15])=[O:20], predict the reactants needed to synthesize it.